From a dataset of TCR-epitope binding with 47,182 pairs between 192 epitopes and 23,139 TCRs. Binary Classification. Given a T-cell receptor sequence (or CDR3 region) and an epitope sequence, predict whether binding occurs between them. (1) The epitope is ELAGIGILTV. The TCR CDR3 sequence is CSARNSGDSYEQYF. Result: 1 (the TCR binds to the epitope). (2) The epitope is LLFNKVTLA. The TCR CDR3 sequence is CASSPLPTNEKLFF. Result: 0 (the TCR does not bind to the epitope). (3) The epitope is TPQDLNTML. The TCR CDR3 sequence is CASSLGPEAFF. Result: 1 (the TCR binds to the epitope). (4) The epitope is LLWNGPMAV. The TCR CDR3 sequence is CASSPNSAGGTEAFF. Result: 1 (the TCR binds to the epitope).